This data is from Forward reaction prediction with 1.9M reactions from USPTO patents (1976-2016). The task is: Predict the product of the given reaction. (1) The product is: [F:1][CH:2]([F:25])[O:3][C:4]1[CH:5]=[CH:6][C:7]([CH:10]([NH2:14])[CH2:11][O:12][CH3:13])=[CH:8][CH:9]=1. Given the reactants [F:1][CH:2]([F:25])[O:3][C:4]1[CH:9]=[CH:8][C:7]([CH:10]([NH:14]C(=O)OCC2C=CC=CC=2)[CH2:11][O:12][CH3:13])=[CH:6][CH:5]=1.[H][H], predict the reaction product. (2) Given the reactants F[C:2]1[C:3]([N+:18]([O-:20])=[O:19])=[C:4]([CH:14]=[C:15]([F:17])[CH:16]=1)[NH:5][C:6]1[CH:11]=[CH:10][C:9]([I:12])=[CH:8][C:7]=1[F:13].[NH2:21][C:22]1[CH:23]=[C:24]([OH:29])[CH:25]=[CH:26][C:27]=1[F:28].C(=O)([O-])[O-].[Cs+].[Cs+], predict the reaction product. The product is: [NH2:21][C:22]1[CH:23]=[C:24]([CH:25]=[CH:26][C:27]=1[F:28])[O:29][C:2]1[C:3]([N+:18]([O-:20])=[O:19])=[C:4]([CH:14]=[C:15]([F:17])[CH:16]=1)[NH:5][C:6]1[CH:11]=[CH:10][C:9]([I:12])=[CH:8][C:7]=1[F:13]. (3) Given the reactants C(=O)([O-])[O-].[K+].[K+].[Cl:7][C:8]1[CH:13]=[CH:12][C:11]([OH:14])=[CH:10][CH:9]=1.Cl[C:16]1[CH:21]=[CH:20][CH:19]=[CH:18][C:17]=1[CH2:22][C:23]([OH:25])=[O:24].O.Cl, predict the reaction product. The product is: [Cl:7][C:8]1[CH:13]=[CH:12][C:11]([O:14][C:16]2[CH:21]=[CH:20][CH:19]=[CH:18][C:17]=2[CH2:22][C:23]([OH:25])=[O:24])=[CH:10][CH:9]=1. (4) Given the reactants [Br:1][C:2]1[CH:3]=[C:4]2[C:8](=[CH:9][CH:10]=1)[NH:7][C:6](=[O:11])[CH2:5]2.[CH2:12]([N:14]([CH2:28][CH3:29])[CH2:15][CH2:16][N:17]([CH3:27])[C:18]([C:20]1[NH:21][C:22]([CH:25]=O)=[CH:23][CH:24]=1)=[O:19])[CH3:13], predict the reaction product. The product is: [CH2:28]([N:14]([CH2:12][CH3:13])[CH2:15][CH2:16][N:17]([CH3:27])[C:18]([C:20]1[NH:21][C:22]([CH:25]=[C:5]2[C:4]3[C:8](=[CH:9][CH:10]=[C:2]([Br:1])[CH:3]=3)[NH:7][C:6]2=[O:11])=[CH:23][CH:24]=1)=[O:19])[CH3:29]. (5) The product is: [Cl:16][C:2]1[CH:3]=[CH:4][C:5]2[NH:6][C:7]3[CH:15]=[CH:14][CH:13]=[CH:12][C:8]=3[CH2:9][CH2:10][C:11]=2[CH:1]=1. Given the reactants [CH:1]1[C:11]2[CH2:10][CH2:9][C:8]3[CH:12]=[CH:13][CH:14]=[CH:15][C:7]=3[NH:6][C:5]=2[CH:4]=[CH:3][CH:2]=1.[Cl:16]N1C(=O)CCC1=O, predict the reaction product.